Task: Predict which catalyst facilitates the given reaction.. Dataset: Catalyst prediction with 721,799 reactions and 888 catalyst types from USPTO (1) Reactant: [Cl:1][C:2]1[CH:3]=[C:4]([S:9][C:10]2[NH:14][C:13]([CH3:15])=[C:12]([C:16]([O:18][CH2:19][CH3:20])=[O:17])[C:11]=2[CH:21]([CH3:23])[CH3:22])[CH:5]=[C:6]([Cl:8])[CH:7]=1.Br.BrC[C:27]1[CH:32]=[CH:31][N:30]=[CH:29][CH:28]=1.[OH-].[Na+]. Product: [Cl:1][C:2]1[CH:3]=[C:4]([S:9][C:10]2[N:14]([C:27]3[CH:32]=[CH:31][N:30]=[CH:29][CH:28]=3)[C:13]([CH3:15])=[C:12]([C:16]([O:18][CH2:19][CH3:20])=[O:17])[C:11]=2[CH:21]([CH3:22])[CH3:23])[CH:5]=[C:6]([Cl:8])[CH:7]=1. The catalyst class is: 568. (2) Reactant: [C:1]1([S:7]([N:10]2[C:14]3=[N:15][CH:16]=[C:17]([N+:20]([O-:22])=[O:21])[C:18](Cl)=[C:13]3[CH:12]=[CH:11]2)(=[O:9])=[O:8])[CH:6]=[CH:5][CH:4]=[CH:3][CH:2]=1.Cl.[F:24][C:25]1([F:32])[CH2:30][CH2:29][CH:28]([NH2:31])[CH2:27][CH2:26]1.C(N(C(C)C)CC)(C)C. Product: [C:1]1([S:7]([N:10]2[C:14]3=[N:15][CH:16]=[C:17]([N+:20]([O-:22])=[O:21])[C:18]([NH:31][CH:28]4[CH2:29][CH2:30][C:25]([F:32])([F:24])[CH2:26][CH2:27]4)=[C:13]3[CH:12]=[CH:11]2)(=[O:9])=[O:8])[CH:6]=[CH:5][CH:4]=[CH:3][CH:2]=1. The catalyst class is: 41. (3) Reactant: [Cl:1][C:2]1[CH:3]=[C:4]([F:9])[C:5](F)=[N:6][CH:7]=1.[CH:10]1([C:13]#[N:14])[CH2:12][CH2:11]1.C[Si]([N-][Si](C)(C)C)(C)C.[K+]. Product: [Cl:1][C:2]1[CH:3]=[C:4]([F:9])[C:5]([C:10]2([C:13]#[N:14])[CH2:12][CH2:11]2)=[N:6][CH:7]=1. The catalyst class is: 11.